Task: Predict the product of the given reaction.. Dataset: Forward reaction prediction with 1.9M reactions from USPTO patents (1976-2016) (1) Given the reactants [Si]([O:18][C:19]1[CH:56]=[CH:55][C:22]([O:23][CH2:24][C@@H:25]([OH:54])[CH2:26][NH:27][CH2:28][CH2:29][C:30]2[CH:53]=[CH:52][C:33]([NH:34][CH:35]3[CH2:40][CH2:39][N:38]([C:41]([NH:43][CH2:44][C:45]4[CH:50]=[CH:49][CH:48]=[CH:47][C:46]=4[F:51])=[O:42])[CH2:37][CH2:36]3)=[CH:32][CH:31]=2)=[CH:21][CH:20]=1)(C(C)(C)C)(C1C=CC=CC=1)C1C=CC=CC=1, predict the reaction product. The product is: [F:51][C:46]1[CH:47]=[CH:48][CH:49]=[CH:50][C:45]=1[CH2:44][NH:43][C:41]([N:38]1[CH2:37][CH2:36][CH:35]([NH:34][C:33]2[CH:32]=[CH:31][C:30]([CH2:29][CH2:28][NH:27][CH2:26][C@H:25]([OH:54])[CH2:24][O:23][C:22]3[CH:21]=[CH:20][C:19]([OH:18])=[CH:56][CH:55]=3)=[CH:53][CH:52]=2)[CH2:40][CH2:39]1)=[O:42]. (2) Given the reactants [OH:1][CH:2]([CH3:14])[CH2:3][C:4]1[CH:11]=[CH:10][C:7]([C:8]#[N:9])=[C:6]([O:12][CH3:13])[CH:5]=1.CC(OI1(OC(C)=O)(OC(C)=O)OC(=O)C2C=CC=CC1=2)=O, predict the reaction product. The product is: [CH3:13][O:12][C:6]1[CH:5]=[C:4]([CH2:3][C:2](=[O:1])[CH3:14])[CH:11]=[CH:10][C:7]=1[C:8]#[N:9]. (3) Given the reactants [F:1][C:2]1[CH:9]=[CH:8][CH:7]=[CH:6][C:3]=1[CH:4]=O.[CH2:10]([OH:12])[CH3:11].[CH2:13]1[C:21]2[C:16](=[CH:17][CH:18]=[CH:19][CH:20]=2)[CH2:15][C:14]1=O.[OH-].[Na+], predict the reaction product. The product is: [F:1][C:2]1[CH:9]=[CH:8][CH:7]=[CH:6][C:3]=1[CH:4]=[C:11]1[C:17]2[C:16](=[CH:21][CH:20]=[CH:19][CH:18]=2)[C:15](=[CH:14][C:13]2[CH:8]=[CH:7][CH:6]=[CH:3][C:2]=2[F:1])[C:10]1=[O:12]. (4) The product is: [Br:2][CH2:3][CH2:4][NH:5][C:6](=[O:7])[O:8][C:9]([CH3:12])([CH3:11])[CH3:10]. Given the reactants Br.[Br:2][CH2:3][CH2:4][NH2:5].[C:6](O[C:6]([O:8][C:9]([CH3:12])([CH3:11])[CH3:10])=[O:7])([O:8][C:9]([CH3:12])([CH3:11])[CH3:10])=[O:7].C(N(CC)CC)C, predict the reaction product. (5) Given the reactants [NH2:1][C:2](=[O:31])[C@@H:3]([NH:7][C:8]([C@:10]1([CH2:22][C:23]2[CH:28]=[C:27]([Br:29])[CH:26]=[C:25]([Br:30])[CH:24]=2)[CH2:14][CH2:13][CH2:12][N:11]1[C:15]([C@@H:17]1[CH2:21][CH2:20][CH2:19][NH:18]1)=[O:16])=[O:9])[C@H:4]([OH:6])[CH3:5].CCN=C=NCCCN(C)C.Cl.C1C=CC2N(O)N=NC=2C=1.CCN(C(C)C)C(C)C.[C:63]([O:67][C:68]([NH:70][C@@H:71]([C@H:75]([OH:77])[CH3:76])[C:72](O)=[O:73])=[O:69])([CH3:66])([CH3:65])[CH3:64], predict the reaction product. The product is: [NH2:1][C:2](=[O:31])[C@@H:3]([NH:7][C:8]([C@:10]1([CH2:22][C:23]2[CH:24]=[C:25]([Br:30])[CH:26]=[C:27]([Br:29])[CH:28]=2)[CH2:14][CH2:13][CH2:12][N:11]1[C:15]([C@@H:17]1[CH2:21][CH2:20][CH2:19][N:18]1[C:72](=[O:73])[C@@H:71]([NH:70][C:68](=[O:69])[O:67][C:63]([CH3:65])([CH3:64])[CH3:66])[C@H:75]([OH:77])[CH3:76])=[O:16])=[O:9])[C@H:4]([OH:6])[CH3:5]. (6) The product is: [CH2:1]([N:3]([C:13]1[CH:18]=[C:17]([O:19][CH3:20])[CH:16]=[CH:15][C:14]=1[CH:21]1[CH2:30][CH2:29][C:28]2[C:23](=[CH:24][CH:25]=[C:26]([O:31][CH3:32])[CH:27]=2)[CH2:22]1)[CH2:4][CH2:5][C:6]1[CH:11]=[CH:10][C:9]([O:12][CH2:35][CH2:36][N:37]2[CH2:41][CH2:40][CH2:39][CH2:38]2)=[CH:8][CH:7]=1)[CH3:2]. Given the reactants [CH2:1]([N:3]([C:13]1[CH:18]=[C:17]([O:19][CH3:20])[CH:16]=[CH:15][C:14]=1[CH:21]1[CH2:30][CH2:29][C:28]2[C:23](=[CH:24][CH:25]=[C:26]([O:31][CH3:32])[CH:27]=2)[CH2:22]1)[CH2:4][CH2:5][C:6]1[CH:11]=[CH:10][C:9]([OH:12])=[CH:8][CH:7]=1)[CH3:2].Cl.Cl[CH2:35][CH2:36][N:37]1[CH2:41][CH2:40][CH2:39][CH2:38]1, predict the reaction product. (7) Given the reactants [F:1][CH2:2][C:3]([NH:5][NH:6][C:7]1[C:12]([CH3:13])=[CH:11][C:10]([N+:14]([O-:16])=[O:15])=[CH:9][N:8]=1)=O.CCN(C(C)C)C(C)C.O=P(Cl)(Cl)Cl, predict the reaction product. The product is: [F:1][CH2:2][C:3]1[N:8]2[CH:9]=[C:10]([N+:14]([O-:16])=[O:15])[CH:11]=[C:12]([CH3:13])[C:7]2=[N:6][N:5]=1.